From a dataset of NCI-60 drug combinations with 297,098 pairs across 59 cell lines. Regression. Given two drug SMILES strings and cell line genomic features, predict the synergy score measuring deviation from expected non-interaction effect. (1) Drug 1: C1=CC(=CC=C1C#N)C(C2=CC=C(C=C2)C#N)N3C=NC=N3. Drug 2: C1=NC2=C(N=C(N=C2N1C3C(C(C(O3)CO)O)F)Cl)N. Cell line: NCI-H226. Synergy scores: CSS=-5.50, Synergy_ZIP=2.75, Synergy_Bliss=1.58, Synergy_Loewe=-6.51, Synergy_HSA=-6.11. (2) Drug 1: CNC(=O)C1=CC=CC=C1SC2=CC3=C(C=C2)C(=NN3)C=CC4=CC=CC=N4. Drug 2: CS(=O)(=O)CCNCC1=CC=C(O1)C2=CC3=C(C=C2)N=CN=C3NC4=CC(=C(C=C4)OCC5=CC(=CC=C5)F)Cl. Cell line: SN12C. Synergy scores: CSS=12.9, Synergy_ZIP=-1.53, Synergy_Bliss=3.98, Synergy_Loewe=4.61, Synergy_HSA=5.09.